From a dataset of NCI-60 drug combinations with 297,098 pairs across 59 cell lines. Regression. Given two drug SMILES strings and cell line genomic features, predict the synergy score measuring deviation from expected non-interaction effect. (1) Drug 1: CCN(CC)CCNC(=O)C1=C(NC(=C1C)C=C2C3=C(C=CC(=C3)F)NC2=O)C. Drug 2: CC(C)CN1C=NC2=C1C3=CC=CC=C3N=C2N. Cell line: UO-31. Synergy scores: CSS=-2.31, Synergy_ZIP=2.04, Synergy_Bliss=2.14, Synergy_Loewe=-3.42, Synergy_HSA=-3.71. (2) Drug 1: C1=CC=C(C(=C1)C(C2=CC=C(C=C2)Cl)C(Cl)Cl)Cl. Drug 2: B(C(CC(C)C)NC(=O)C(CC1=CC=CC=C1)NC(=O)C2=NC=CN=C2)(O)O. Cell line: MCF7. Synergy scores: CSS=28.9, Synergy_ZIP=-3.62, Synergy_Bliss=-1.13, Synergy_Loewe=-20.1, Synergy_HSA=-2.42. (3) Drug 1: CC(CN1CC(=O)NC(=O)C1)N2CC(=O)NC(=O)C2. Drug 2: C1CN(P(=O)(OC1)NCCCl)CCCl. Cell line: HOP-62. Synergy scores: CSS=7.55, Synergy_ZIP=-2.61, Synergy_Bliss=0.337, Synergy_Loewe=-4.30, Synergy_HSA=0.230. (4) Cell line: OVCAR3. Drug 2: CC1=C(C=C(C=C1)C(=O)NC2=CC(=CC(=C2)C(F)(F)F)N3C=C(N=C3)C)NC4=NC=CC(=N4)C5=CN=CC=C5. Drug 1: CCC1(CC2CC(C3=C(CCN(C2)C1)C4=CC=CC=C4N3)(C5=C(C=C6C(=C5)C78CCN9C7C(C=CC9)(C(C(C8N6C=O)(C(=O)OC)O)OC(=O)C)CC)OC)C(=O)OC)O.OS(=O)(=O)O. Synergy scores: CSS=11.0, Synergy_ZIP=3.35, Synergy_Bliss=7.02, Synergy_Loewe=-12.4, Synergy_HSA=3.44. (5) Drug 1: C1CN1C2=NC(=NC(=N2)N3CC3)N4CC4. Drug 2: CN(CCCl)CCCl.Cl. Cell line: KM12. Synergy scores: CSS=36.3, Synergy_ZIP=-11.6, Synergy_Bliss=-8.02, Synergy_Loewe=-7.06, Synergy_HSA=-2.71.